Task: Predict the reaction yield, written as a fraction of the theoretical maximum amount of product (1.0 means a 100% yield; for example, 0.34 means a 34% yield).. Dataset: Reaction yield outcomes from USPTO patents with 853,638 reactions (1) The reactants are N(C(OCC)=O)=NC(OCC)=O.[ClH:13].[F:14][C:15]1[CH:34]=[C:33]([CH3:35])[C:32]([O:36]C(OC)=O)=[CH:31][C:16]=1[NH:17][C:18]1[C:27]2[C:22](=[CH:23][C:24](O)=[C:25](OC)[CH:26]=2)[N:21]=[CH:20][N:19]=1.C1(P(C2C=CC=CC=2)C2C=CC=CC=2)C=CC=CC=1.[N:60]1([CH2:65][CH2:66][OH:67])[CH:64]=[N:63][CH:62]=[N:61]1. The catalyst is C(Cl)Cl. The product is [ClH:13].[F:14][C:15]1[CH:34]=[C:33]([CH3:35])[C:32]([OH:36])=[CH:31][C:16]=1[NH:17][C:18]1[C:27]2[C:22](=[CH:23][C:24]([O:67][CH2:66][CH2:65][N:60]3[CH:64]=[N:63][CH:62]=[N:61]3)=[CH:25][CH:26]=2)[N:21]=[CH:20][N:19]=1. The yield is 0.560. (2) The reactants are [CH3:1][O:2][C:3]1[CH:8]=[CH:7][C:6]([NH2:9])=[CH:5][CH:4]=1.[C:10]([N:17]1[CH2:22][CH2:21][C:20](=O)[CH2:19][CH2:18]1)([O:12][C:13]([CH3:16])([CH3:15])[CH3:14])=[O:11]. No catalyst specified. The product is [C:13]([O:12][C:10]([N:17]1[CH2:22][CH2:21][CH:20]([NH:9][C:6]2[CH:7]=[CH:8][C:3]([O:2][CH3:1])=[CH:4][CH:5]=2)[CH2:19][CH2:18]1)=[O:11])([CH3:16])([CH3:14])[CH3:15]. The yield is 1.00. (3) The reactants are Br[C:2]1[CH:3]=[C:4]2[O:11][CH2:10][CH:9]=[CH:8][C:5]2=[N:6][CH:7]=1.C([Li])CCC.[B:17](OC(C)C)([O:22]C(C)C)[O:18]C(C)C. The catalyst is C(OCC)C. The product is [O:11]1[C:4]2[C:5](=[N:6][CH:7]=[C:2]([B:17]([OH:22])[OH:18])[CH:3]=2)[CH:8]=[CH:9][CH2:10]1. The yield is 1.00. (4) The reactants are [CH3:1][O:2][C:3]1[C:11]([CH3:12])=[C:10]2[C:6]([C:7](=[O:13])[O:8][CH2:9]2)=[C:5]([O:14][CH2:15][CH2:16][Si:17]([CH3:20])([CH3:19])[CH3:18])[C:4]=1[CH2:21][CH:22]=[C:23]([CH3:26])[CH:24]=O.C(O)(=O)C(O)=O.[CH2:33]([O:35][P:36]([CH2:41][CH2:42][NH2:43])(=[O:40])[O:37][CH2:38][CH3:39])[CH3:34].C(O[BH-](OC(=O)C)OC(=O)C)(=O)C.[Na+].C(O)(=O)C. The catalyst is CN(C=O)C. The product is [CH2:38]([O:37][P:36]([CH2:41][CH2:42][NH:43][CH2:24][C:23]([CH3:26])=[CH:22][CH2:21][C:4]1[C:5]([O:14][CH2:15][CH2:16][Si:17]([CH3:20])([CH3:18])[CH3:19])=[C:6]2[C:10](=[C:11]([CH3:12])[C:3]=1[O:2][CH3:1])[CH2:9][O:8][C:7]2=[O:13])(=[O:40])[O:35][CH2:33][CH3:34])[CH3:39]. The yield is 0.960. (5) The reactants are CC1(C)C(C)(C)OB([C:9]2[CH2:14][CH2:13][N:12]([C:15]3[N:20]=[CH:19][N:18]([CH2:21][C:22]4[S:23][C:24]([C:27]([F:30])([F:29])[F:28])=[CH:25][CH:26]=4)[C:17](=[O:31])[N:16]=3)[CH2:11][CH:10]=2)O1.C([O:36][C:37]1[CH:42]=[C:41](Br)[CH:40]=[CH:39][C:38]=1[F:44])(=O)C. No catalyst specified. The product is [F:44][C:38]1[CH:39]=[CH:40][C:41]([C:9]2[CH2:14][CH2:13][N:12]([C:15]3[N:20]=[CH:19][N:18]([CH2:21][C:22]4[S:23][C:24]([C:27]([F:29])([F:30])[F:28])=[CH:25][CH:26]=4)[C:17](=[O:31])[N:16]=3)[CH2:11][CH:10]=2)=[CH:42][C:37]=1[OH:36]. The yield is 0.350.